This data is from Reaction yield outcomes from USPTO patents with 853,638 reactions. The task is: Predict the reaction yield, written as a fraction of the theoretical maximum amount of product (1.0 means a 100% yield; for example, 0.34 means a 34% yield). (1) The catalyst is CN1C(=O)CCC1. The yield is 0.520. The reactants are Cl.[Cl:2][C:3]1[CH:4]=[C:5]([N:10]2[C:15](=[O:16])[CH:14]=[C:13]([O:17][CH:18]3[CH2:23][CH2:22][NH:21][CH2:20][CH2:19]3)[C:12]([C:24]([OH:26])=[O:25])=[N:11]2)[CH:6]=[CH:7][C:8]=1[Cl:9].CCN(C(C)C)C(C)C.Cl[C:37]1[N:42]=[CH:41][C:40]([CH2:43][CH2:44][CH3:45])=[CH:39][N:38]=1.CCOC(C)=O. The product is [Cl:2][C:3]1[CH:4]=[C:5]([N:10]2[C:15](=[O:16])[CH:14]=[C:13]([O:17][CH:18]3[CH2:19][CH2:20][N:21]([C:37]4[N:42]=[CH:41][C:40]([CH2:43][CH2:44][CH3:45])=[CH:39][N:38]=4)[CH2:22][CH2:23]3)[C:12]([C:24]([OH:26])=[O:25])=[N:11]2)[CH:6]=[CH:7][C:8]=1[Cl:9]. (2) The reactants are [C:1]([O:5][C:6](=[O:24])[NH:7][C@H:8]([CH:21]([CH3:23])[CH3:22])[C:9](=[O:20])/[CH:10]=[CH:11]\[C:12]1[CH:17]=[CH:16][CH:15]=[C:14]([C:18]#[N:19])[CH:13]=1)([CH3:4])([CH3:3])[CH3:2]. The catalyst is [Pd].CO. The product is [C:1]([O:5][C:6](=[O:24])[NH:7][C@H:8]([CH:21]([CH3:22])[CH3:23])[C:9](=[O:20])[CH2:10][CH2:11][C:12]1[CH:17]=[CH:16][CH:15]=[C:14]([C:18]#[N:19])[CH:13]=1)([CH3:4])([CH3:3])[CH3:2]. The yield is 0.790. (3) The reactants are Cl[C:2]1([C:12]2[CH:17]=[CH:16][C:15]([Cl:18])=[CH:14][CH:13]=2)[C:10]2[C:5](=[CH:6][CH:7]=[CH:8][CH:9]=2)[C:4](=[O:11])[O:3]1.Cl.[N+:20]([C:23]1[CH:30]=[CH:29][C:26]([CH2:27][NH2:28])=[CH:25][CH:24]=1)([O-:22])=[O:21].C(N(CC)CC)C. No catalyst specified. The product is [Cl:18][C:15]1[CH:16]=[CH:17][C:12]([C:2]2([OH:3])[C:10]3[C:5](=[CH:6][CH:7]=[CH:8][CH:9]=3)[C:4](=[O:11])[N:28]2[CH2:27][C:26]2[CH:25]=[CH:24][C:23]([N+:20]([O-:22])=[O:21])=[CH:30][CH:29]=2)=[CH:13][CH:14]=1. The yield is 0.650. (4) The reactants are [Br:1][C:2]1[C:3]([N:22]([CH2:27][CH:28]([OH:30])[CH3:29])[S:23]([CH3:26])(=[O:25])=[O:24])=[CH:4][C:5]2[O:9][C:8]([C:10]3[CH:15]=[CH:14][C:13]([F:16])=[CH:12][CH:11]=3)=[C:7]([C:17]([NH:19][CH3:20])=[O:18])[C:6]=2[CH:21]=1. The catalyst is ClCCl.C([O-])(O)=O.[Na+]. The product is [Br:1][C:2]1[C:3]([N:22]([CH2:27][C:28](=[O:30])[CH3:29])[S:23]([CH3:26])(=[O:24])=[O:25])=[CH:4][C:5]2[O:9][C:8]([C:10]3[CH:15]=[CH:14][C:13]([F:16])=[CH:12][CH:11]=3)=[C:7]([C:17]([NH:19][CH3:20])=[O:18])[C:6]=2[CH:21]=1. The yield is 0.910. (5) The reactants are Cl[C:2]1[CH:7]=[N:6][CH:5]=[C:4]([C:8]#[N:9])[N:3]=1.Cl.[C:11]([O:15][C:16](=[O:20])[CH2:17][NH:18][CH3:19])([CH3:14])([CH3:13])[CH3:12].C(N(CC)CC)C.CN(C=O)C. The catalyst is O.C(OCC)(=O)C. The product is [CH3:19][N:18]([CH2:17][C:16]([O:15][C:11]([CH3:14])([CH3:13])[CH3:12])=[O:20])[C:2]1[CH:7]=[N:6][CH:5]=[C:4]([C:8]#[N:9])[N:3]=1. The yield is 0.270. (6) The reactants are C([O:8][C@@H:9]1[C@@H:40]([O:41]CC2C=CC=CC=2)[C@H:39]([O:49][C@@H:50]2[O:79][C@H:78]([CH3:80])[C@@H:69]([O:70]CC3C=CC=CC=3)[C@H:60]([O:61]CC3C=CC=CC=3)[C@H:51]2[O:52]CC2C=CC=CC=2)[C@@H:38]([CH2:81][O:82]CC2C=CC=CC=2)[O:37][C@@H:10]1[O:11][C@@H:12]1[CH2:16][N:15](C(OCC2C=CC=CC=2)=O)[C@H:14]([CH2:27][O:28]CC2C=CC=CC=2)[C@H:13]1[OH:36])C1C=CC=CC=1.Cl. The catalyst is CO.[OH-].[Pd+2].[OH-].[C]. The product is [C@@H:50]1([O:49][C@@H:39]2[C@@H:38]([CH2:81][OH:82])[O:37][C@H:10]([O:11][C@@H:12]3[CH2:16][NH:15][C@H:14]([CH2:27][OH:28])[C@H:13]3[OH:36])[C@H:9]([OH:8])[C@H:40]2[OH:41])[O:79][C@H:78]([CH3:80])[C@@H:69]([OH:70])[C@H:60]([OH:61])[C@H:51]1[OH:52]. The yield is 0.790. (7) The yield is 0.940. The product is [CH3:3][C:4]1[C:13]2[C:8](=[CH:9][C:10]([CH3:14])=[CH:11][CH:12]=2)[C:7]([N:15]2[CH:19]=[N:18][N:17]=[C:16]2[S:20][CH2:21][C:22]([OH:24])=[O:23])=[CH:6][CH:5]=1. The catalyst is C1COCC1.C(O)C.O. The reactants are [OH-].[Li+].[CH3:3][C:4]1[C:13]2[C:8](=[CH:9][C:10]([CH3:14])=[CH:11][CH:12]=2)[C:7]([N:15]2[CH:19]=[N:18][N:17]=[C:16]2[S:20][CH2:21][C:22]([O:24]CC)=[O:23])=[CH:6][CH:5]=1. (8) The reactants are [CH2:1]([O:8][C:9]1[CH:14]=[CH:13][C:12]([C:15]2[CH:20]=[CH:19][C:18]([OH:21])=[CH:17][CH:16]=2)=[C:11]([N+:22]([O-])=O)[CH:10]=1)[C:2]1[CH:7]=[CH:6][CH:5]=[CH:4][CH:3]=1.P(OCC)(OCC)OCC. No catalyst specified. The product is [CH2:1]([O:8][C:9]1[CH:10]=[C:11]2[C:12]([C:15]3[CH:20]=[CH:19][C:18]([OH:21])=[CH:17][C:16]=3[NH:22]2)=[CH:13][CH:14]=1)[C:2]1[CH:7]=[CH:6][CH:5]=[CH:4][CH:3]=1. The yield is 0.500. (9) The reactants are [NH2:1][C:2]1[CH:7]=[C:6]([C:8]([F:11])([F:10])[F:9])[CH:5]=[CH:4][N:3]=1.C1C(=O)N([Br:19])C(=O)C1.C(Cl)Cl.[OH-].[Na+]. The catalyst is C(Cl)(Cl)Cl. The product is [Br:19][C:5]1[C:6]([C:8]([F:9])([F:11])[F:10])=[CH:7][C:2]([NH2:1])=[N:3][CH:4]=1. The yield is 0.800. (10) The reactants are [CH3:1][N:2]([CH3:7])[CH2:3][C:4]([OH:6])=[O:5].CN(C(ON1N=NC2C=CC=NC1=2)=[N+](C)C)C.F[P-](F)(F)(F)(F)F.[Cl:32][C:33]1[CH:59]=[CH:58][C:36]2[N:37]3[C:41]([CH2:42][NH:43][CH2:44][C:35]=2[CH:34]=1)=[N:40][N:39]=[C:38]3[C@H:45]1[CH2:50][CH2:49][C@H:48]([C:51]2[C:56]([F:57])=[CH:55][CH:54]=[CH:53][N:52]=2)[CH2:47][CH2:46]1.C(N(C(C)C)C(C)C)C. The catalyst is CN(C)C=O.O.CO. The product is [CH:4]([OH:6])=[O:5].[Cl:32][C:33]1[CH:59]=[CH:58][C:36]2[N:37]3[C:41]([CH2:42][N:43]([C:4](=[O:5])[CH2:3][N:2]([CH3:7])[CH3:1])[CH2:44][C:35]=2[CH:34]=1)=[N:40][N:39]=[C:38]3[C@H:45]1[CH2:50][CH2:49][C@H:48]([C:51]2[C:56]([F:57])=[CH:55][CH:54]=[CH:53][N:52]=2)[CH2:47][CH2:46]1. The yield is 0.770.